This data is from Catalyst prediction with 721,799 reactions and 888 catalyst types from USPTO. The task is: Predict which catalyst facilitates the given reaction. Reactant: [Br:1][C:2]1[CH:17]=[CH:16][C:5]([C:6]([O:8][CH2:9][C:10]2[CH:15]=[CH:14][CH:13]=[CH:12][CH:11]=2)=[O:7])=[C:4](F)[CH:3]=1.[C:19]1([OH:25])[CH:24]=[CH:23][CH:22]=[CH:21][CH:20]=1.C(=O)([O-])[O-].[K+].[K+]. Product: [Br:1][C:2]1[CH:17]=[CH:16][C:5]([C:6]([O:8][CH2:9][C:10]2[CH:15]=[CH:14][CH:13]=[CH:12][CH:11]=2)=[O:7])=[C:4]([O:25][C:19]2[CH:24]=[CH:23][CH:22]=[CH:21][CH:20]=2)[CH:3]=1. The catalyst class is: 9.